Dataset: Forward reaction prediction with 1.9M reactions from USPTO patents (1976-2016). Task: Predict the product of the given reaction. The product is: [CH:5]1([NH:11][C:12]2[C:17]([F:18])=[CH:16][N:15]=[C:14]([NH:19][C:20]3[CH:25]=[CH:24][C:23]4[O:43][CH2:42][CH2:52][O:26][C:22]=4[CH:21]=3)[N:13]=2)[CH2:6][CH2:7][CH2:8][CH2:3][CH2:4]1. Given the reactants C1CO[C:8]2[CH:7]=[CH:6][C:5]([NH:11][C:12]3[C:17]([F:18])=[CH:16][N:15]=[C:14]([NH:19][C:20]4[CH:25]=[CH:24][CH:23]=[C:22]([OH:26])[CH:21]=4)[N:13]=3)=[CH:4][C:3]=2O1.ClC1N=C(NC2CCCCC2)C(F)=CN=1.[CH2:42]1[CH2:52]OC2C=CC(N)=CC=2[O:43]1, predict the reaction product.